From a dataset of Forward reaction prediction with 1.9M reactions from USPTO patents (1976-2016). Predict the product of the given reaction. (1) Given the reactants [CH3:1][C:2]1[C:3]([N:8](COCCOC)[S:9]([C:12]2[S:13][CH:14]=[CH:15][C:16]=2[C:17]2[CH:22]=[CH:21][C:20]([CH2:23][O:24][C:25]3[CH:30]=[C:29]([CH2:31][CH3:32])[N:28]=[C:27]([CH3:33])[C:26]=3[C:34](=[O:41])[C:35]3[CH:40]=[CH:39][CH:38]=[CH:37][CH:36]=3)=[CH:19][CH:18]=2)(=[O:11])=[O:10])=[N:4][O:5][C:6]=1[CH3:7].C(O)C.Cl.C(=O)(O)[O-].[Na+], predict the reaction product. The product is: [CH3:1][C:2]1[C:3]([NH:8][S:9]([C:12]2[S:13][CH:14]=[CH:15][C:16]=2[C:17]2[CH:18]=[CH:19][C:20]([CH2:23][O:24][C:25]3[CH:30]=[C:29]([CH2:31][CH3:32])[N:28]=[C:27]([CH3:33])[C:26]=3[C:34](=[O:41])[C:35]3[CH:36]=[CH:37][CH:38]=[CH:39][CH:40]=3)=[CH:21][CH:22]=2)(=[O:11])=[O:10])=[N:4][O:5][C:6]=1[CH3:7]. (2) Given the reactants [N+:1]([C:4]1[CH:5]=[N:6][NH:7][CH:8]=1)([O-:3])=[O:2].[O:9]1[CH2:13][CH2:12]OC1=O.C(=O)([O-])[O-].[Cs+].[Cs+].O, predict the reaction product. The product is: [N+:1]([C:4]1[CH:5]=[N:6][N:7]([CH2:12][CH2:13][OH:9])[CH:8]=1)([O-:3])=[O:2].